Task: Predict the reactants needed to synthesize the given product.. Dataset: Full USPTO retrosynthesis dataset with 1.9M reactions from patents (1976-2016) (1) Given the product [O:17]1[CH:18]=[CH:19][CH:20]=[C:16]1[C:11]1[N:12]=[C:13]([NH:15][C:21]([C:22]2[CH:27]=[CH:26][N:25]=[CH:24][CH:23]=2)=[O:28])[S:14][C:10]=1[C:8]([CH:5]1[CH2:6][CH2:7][C:2](=[O:1])[CH2:3][CH2:4]1)=[O:9], predict the reactants needed to synthesize it. The reactants are: [O:1]=[C:2]1[CH2:7][CH2:6][CH:5]([C:8]([C:10]2[S:14][C:13]([NH2:15])=[N:12][C:11]=2[C:16]2[O:17][CH:18]=[CH:19][CH:20]=2)=[O:9])[CH2:4][CH2:3]1.[C:21](O)(=[O:28])[C:22]1[CH:27]=[CH:26][N:25]=[CH:24][CH:23]=1.CCN=C=NCCCN(C)C.Cl.O.ON1C2C=CC=CC=2N=N1. (2) Given the product [C:11]([C:3]1[N:4]([CH3:10])[C:5](=[O:9])[C:6]([O:8][S:19]([C:22]([F:25])([F:24])[F:23])(=[O:21])=[O:20])=[CH:7][C:2]=1[F:1])#[N:12], predict the reactants needed to synthesize it. The reactants are: [F:1][C:2]1[CH:7]=[C:6]([OH:8])[C:5](=[O:9])[N:4]([CH3:10])[C:3]=1[C:11]#[N:12].N1C=CC=CC=1.[S:19](O[S:19]([C:22]([F:25])([F:24])[F:23])(=[O:21])=[O:20])([C:22]([F:25])([F:24])[F:23])(=[O:21])=[O:20].